This data is from Forward reaction prediction with 1.9M reactions from USPTO patents (1976-2016). The task is: Predict the product of the given reaction. (1) Given the reactants [Br:1][C:2]1[N:3]=[C:4]([C:9]#[C:10][C:11]2[CH:16]=[CH:15][CH:14]=[CH:13][C:12]=2[Cl:17])[C:5]([NH2:8])=[N:6][CH:7]=1.CC(C)([O-])C.[K+], predict the reaction product. The product is: [Br:1][C:2]1[N:3]=[C:4]2[CH:9]=[C:10]([C:11]3[CH:16]=[CH:15][CH:14]=[CH:13][C:12]=3[Cl:17])[NH:8][C:5]2=[N:6][CH:7]=1. (2) Given the reactants [Cl:1][C:2]1[C:7]([Cl:8])=[CH:6][C:5]([CH2:9]O)=[CH:4][N:3]=1.N1C=CC=CC=1.P(Cl)(Cl)([Cl:19])=O.Cl, predict the reaction product. The product is: [Cl:1][C:2]1[C:7]([Cl:8])=[CH:6][C:5]([CH2:9][Cl:19])=[CH:4][N:3]=1. (3) Given the reactants C(OC([C:6]1[C:10]([C:11]2[CH:16]=[CH:15][C:14]([I:17])=[CH:13][CH:12]=2)=[CH:9][NH:8][CH:7]=1)=O)C.[OH-].[Na+].[Na+].[Cl-], predict the reaction product. The product is: [I:17][C:14]1[CH:13]=[CH:12][C:11]([C:10]2[CH:6]=[CH:7][NH:8][CH:9]=2)=[CH:16][CH:15]=1.